Task: Predict the reaction yield, written as a fraction of the theoretical maximum amount of product (1.0 means a 100% yield; for example, 0.34 means a 34% yield).. Dataset: Reaction yield outcomes from USPTO patents with 853,638 reactions (1) The reactants are [NH2:1][C:2]1[CH:7]=[C:6]([O:8][CH2:9][C:10]2[CH:15]=[CH:14][CH:13]=[CH:12][CH:11]=2)[C:5]([O:16][CH3:17])=[CH:4][C:3]=1[C:18](=[O:20])[CH3:19].C[O-].[Na+].[CH:24](OCC)=O.Cl. The catalyst is COCCOC.O. The product is [CH2:9]([O:8][C:6]1[CH:7]=[C:2]2[C:3]([C:18]([OH:20])=[CH:19][CH:24]=[N:1]2)=[CH:4][C:5]=1[O:16][CH3:17])[C:10]1[CH:15]=[CH:14][CH:13]=[CH:12][CH:11]=1. The yield is 0.720. (2) The reactants are [Cl:1][C:2]1[CH:10]=[C:9]([N:11]2[CH2:16][CH2:15][O:14][CH2:13][S:12]2(=[O:18])=[O:17])[CH:8]=[CH:7][C:3]=1[C:4]([OH:6])=O.[NH2:19][C:20]1[CH:21]=[CH:22][C:23]([Cl:35])=[C:24]([NH:26][C:27](=[O:34])[C:28]2[CH:33]=[CH:32][CH:31]=[CH:30][CH:29]=2)[CH:25]=1.CN(C(ON1N=NC2C=CC=NC1=2)=[N+](C)C)C.F[P-](F)(F)(F)(F)F.CCN(C(C)C)C(C)C. The catalyst is CN(C=O)C.CCOC(C)=O. The product is [C:27]([NH:26][C:24]1[CH:25]=[C:20]([NH:19][C:4](=[O:6])[C:3]2[CH:7]=[CH:8][C:9]([N:11]3[CH2:16][CH2:15][O:14][CH2:13][S:12]3(=[O:18])=[O:17])=[CH:10][C:2]=2[Cl:1])[CH:21]=[CH:22][C:23]=1[Cl:35])(=[O:34])[C:28]1[CH:29]=[CH:30][CH:31]=[CH:32][CH:33]=1. The yield is 0.340. (3) The reactants are C(OC1C=CN(CC(C2C=CC(C[Br:25])=CC=2C)=O)C(=O)C=1)C1C=CC=CC=1.O[CH2:29][C:30]1[CH:35]=[CH:34][C:33]([C:36](=[O:55])[CH2:37][N:38]2[C:43](=[O:44])[CH:42]=[C:41]([O:45][CH2:46][C:47]3[CH:52]=[CH:51][C:50]([O:53][CH3:54])=[CH:49][N:48]=3)[CH:40]=[N:39]2)=[C:32]([CH3:56])[CH:31]=1.C(OC1C=CN(CC(C2C=CC(CO)=CC=2C)=O)C(=O)C=1)C1C=CC=CC=1. The catalyst is COC(C)(C)C. The product is [Br:25][CH2:29][C:30]1[CH:35]=[CH:34][C:33]([C:36](=[O:55])[CH2:37][N:38]2[C:43](=[O:44])[CH:42]=[C:41]([O:45][CH2:46][C:47]3[CH:52]=[CH:51][C:50]([O:53][CH3:54])=[CH:49][N:48]=3)[CH:40]=[N:39]2)=[C:32]([CH3:56])[CH:31]=1. The yield is 0.970. (4) The reactants are [N+:1]([C:4]1[CH:9]=[CH:8][C:7]([CH:10]2[O:15][CH2:14][CH2:13][N:12]([C:16]([O:18][C:19]([CH3:22])([CH3:21])[CH3:20])=[O:17])[CH2:11]2)=[CH:6][CH:5]=1)([O-])=O.C.O.NN.[Cl-].[NH4+].[In]. The catalyst is O.O.O.O.O.O.O.[Fe](Cl)(Cl)Cl.CO. The product is [NH2:1][C:4]1[CH:9]=[CH:8][C:7]([CH:10]2[O:15][CH2:14][CH2:13][N:12]([C:16]([O:18][C:19]([CH3:22])([CH3:21])[CH3:20])=[O:17])[CH2:11]2)=[CH:6][CH:5]=1. The yield is 0.570. (5) The reactants are I[C:2]1[N:11]=[CH:10][C:9]2[CH2:8][CH2:7][C:6]3[C:12]([C:16]([NH2:18])=[O:17])=[N:13][N:14]([CH3:15])[C:5]=3[C:4]=2[N:3]=1.[CH3:19][N:20]1[CH2:25][CH2:24][CH:23]([NH2:26])[CH2:22][CH2:21]1. No catalyst specified. The product is [CH3:15][N:14]1[C:5]2[C:4]3[N:3]=[C:2]([NH:26][CH:23]4[CH2:24][CH2:25][N:20]([CH3:19])[CH2:21][CH2:22]4)[N:11]=[CH:10][C:9]=3[CH2:8][CH2:7][C:6]=2[C:12]([C:16]([NH2:18])=[O:17])=[N:13]1. The yield is 0.500. (6) The reactants are [C:1]([O:5][C:6]([N:8]1[CH2:13][CH:12]=[C:11]([C:14]2[CH:19]=[CH:18][C:17]([NH2:20])=[CH:16][CH:15]=2)[CH2:10][CH2:9]1)=[O:7])([CH3:4])([CH3:3])[CH3:2]. The catalyst is CO.[Pd]. The product is [C:1]([O:5][C:6]([N:8]1[CH2:13][CH2:12][CH:11]([C:14]2[CH:19]=[CH:18][C:17]([NH2:20])=[CH:16][CH:15]=2)[CH2:10][CH2:9]1)=[O:7])([CH3:4])([CH3:2])[CH3:3]. The yield is 1.00. (7) The reactants are [Cl:1][C:2]1[CH:7]=[CH:6][C:5]([C:8]2[O:12][C:11](S)=[N:10][CH:9]=2)=[CH:4][CH:3]=1.C(N(CC)CC)C.O.P(Cl)(Cl)([Cl:24])=O. No catalyst specified. The product is [Cl:24][C:11]1[O:12][C:8]([C:5]2[CH:6]=[CH:7][C:2]([Cl:1])=[CH:3][CH:4]=2)=[CH:9][N:10]=1. The yield is 0.130. (8) The reactants are [CH3:1][N:2]([CH3:21])[CH2:3][CH2:4][CH2:5][C:6]1[C:7]2[CH:20]=[CH:19][CH:18]=[CH:17][C:8]=2[S:9][C:10]=1[C:11]1[CH2:16][CH2:15][NH:14][CH2:13][CH:12]=1. The catalyst is C(O)C.FC(F)(F)CO.[Pd]. The product is [CH3:21][N:2]([CH3:1])[CH2:3][CH2:4][CH2:5][C:6]1[C:7]2[CH:20]=[CH:19][CH:18]=[CH:17][C:8]=2[S:9][C:10]=1[CH:11]1[CH2:16][CH2:15][NH:14][CH2:13][CH2:12]1. The yield is 0.990.